This data is from NCI-60 drug combinations with 297,098 pairs across 59 cell lines. The task is: Regression. Given two drug SMILES strings and cell line genomic features, predict the synergy score measuring deviation from expected non-interaction effect. Drug 1: CN(C)C1=NC(=NC(=N1)N(C)C)N(C)C. Drug 2: CC(C)NC(=O)C1=CC=C(C=C1)CNNC.Cl. Cell line: 786-0. Synergy scores: CSS=1.22, Synergy_ZIP=1.74, Synergy_Bliss=4.65, Synergy_Loewe=1.07, Synergy_HSA=1.54.